Dataset: Forward reaction prediction with 1.9M reactions from USPTO patents (1976-2016). Task: Predict the product of the given reaction. (1) Given the reactants [CH2:1]([O:8][C:9]([C:11]1[CH:20]=[CH:19][C:18]2[C:13](=[CH:14][CH:15]=[C:16]([CH2:21][OH:22])[CH:17]=2)[CH:12]=1)=[O:10])[C:2]1[CH:7]=[CH:6][CH:5]=[CH:4][CH:3]=1, predict the reaction product. The product is: [CH2:1]([O:8][C:9]([C:11]1[CH:20]=[CH:19][C:18]2[C:13](=[CH:14][CH:15]=[C:16]([CH:21]=[O:22])[CH:17]=2)[CH:12]=1)=[O:10])[C:2]1[CH:3]=[CH:4][CH:5]=[CH:6][CH:7]=1. (2) Given the reactants Cl.C([O:4][C:5](=[O:31])[CH2:6][NH:7][CH2:8][C:9]1[CH:14]=[CH:13][CH:12]=[C:11]([CH2:15][O:16][C:17]2[CH:22]=[CH:21][C:20]([C:23]3[CH:28]=[CH:27][C:26]([F:29])=[CH:25][C:24]=3[F:30])=[CH:19][CH:18]=2)[CH:10]=1)C.C(N(CC)CC)C.[CH3:39][C:40]([CH3:45])([CH3:44])[C:41](Cl)=[O:42].[OH-].[Li+], predict the reaction product. The product is: [F:30][C:24]1[CH:25]=[C:26]([F:29])[CH:27]=[CH:28][C:23]=1[C:20]1[CH:21]=[CH:22][C:17]([O:16][CH2:15][C:11]2[CH:10]=[C:9]([CH:14]=[CH:13][CH:12]=2)[CH2:8][N:7]([CH2:6][C:5]([OH:4])=[O:31])[C:41](=[O:42])[C:40]([CH3:45])([CH3:44])[CH3:39])=[CH:18][CH:19]=1. (3) Given the reactants [BH4-].[Na+].[Cl-].[Ca+2].[Cl-].[OH:6][C:7]([C:38]1[CH:47]=[CH:46][C:45]2[C:40](=[CH:41][CH:42]=[C:43]([C:48]([NH:50][CH3:51])=[O:49])[CH:44]=2)[CH:39]=1)([C:14]1[N:15]=[CH:16][N:17]([C:19]([C:32]2[CH:37]=[CH:36][CH:35]=[CH:34][CH:33]=2)([C:26]2[CH:31]=[CH:30][CH:29]=[CH:28][CH:27]=2)[C:20]2[CH:25]=[CH:24][CH:23]=[CH:22][CH:21]=2)[CH:18]=1)[CH2:8][C:9](OCC)=[O:10].Cl, predict the reaction product. The product is: [OH:6][C:7]([C:38]1[CH:39]=[C:40]2[C:45](=[CH:46][CH:47]=1)[CH:44]=[C:43]([C:48]([NH:50][CH3:51])=[O:49])[CH:42]=[CH:41]2)([C:14]1[N:15]=[CH:16][N:17]([C:19]([C:26]2[CH:31]=[CH:30][CH:29]=[CH:28][CH:27]=2)([C:32]2[CH:33]=[CH:34][CH:35]=[CH:36][CH:37]=2)[C:20]2[CH:25]=[CH:24][CH:23]=[CH:22][CH:21]=2)[CH:18]=1)[CH2:8][CH2:9][OH:10]. (4) Given the reactants C(C1CC(=O)NN=1)CC.ClC1C2C(=CC=C(OC)C=2)[N+]([O-])=CC=1.Cl[C:25]1[C:34]2[C:29](=[CH:30][CH:31]=[C:32]([O:35][CH3:36])[CH:33]=2)[NH:28]/[C:27](=[C:37]2/[C:38]([CH2:43][CH2:44][CH3:45])=[N:39][NH:40][C:41]/2=[O:42])/[CH:26]=1.[C:46]([NH:49][C:50]1[CH:55]=[CH:54][C:53]([SH:56])=[CH:52][CH:51]=1)(=[O:48])[CH3:47], predict the reaction product. The product is: [CH3:36][O:35][C:32]1[CH:33]=[C:34]2[C:29](=[CH:30][CH:31]=1)[NH:28]/[C:27](=[C:37]1/[C:38]([CH2:43][CH2:44][CH3:45])=[N:39][NH:40][C:41]/1=[O:42])/[CH:26]=[C:25]2[S:56][C:53]1[CH:52]=[CH:51][C:50]([NH:49][C:46](=[O:48])[CH3:47])=[CH:55][CH:54]=1. (5) Given the reactants [CH3:1][C:2]1[C:11](=[O:12])[C:10]2[C:5](=[CH:6][CH:7]=[CH:8][CH:9]=2)[O:4][C:3]=1[NH:13][CH2:14][C:15]1[CH:20]=[CH:19][C:18]([CH2:21][CH2:22][CH2:23][CH2:24]OS(C2C=CC(C)=CC=2)(=O)=O)=[CH:17][CH:16]=1.[F-].[K+].C(O)(C(F)(F)[F:41])=O, predict the reaction product. The product is: [F:41][CH2:24][CH2:23][CH2:22][CH2:21][C:18]1[CH:19]=[CH:20][C:15]([CH2:14][NH:13][C:3]2[O:4][C:5]3[C:10]([C:11](=[O:12])[C:2]=2[CH3:1])=[CH:9][CH:8]=[CH:7][CH:6]=3)=[CH:16][CH:17]=1.